Dataset: Catalyst prediction with 721,799 reactions and 888 catalyst types from USPTO. Task: Predict which catalyst facilitates the given reaction. (1) Reactant: P(F)(F)(F)(F)F.N1(OC(N(C)C)=[N+](C)C)C2N=CC=CC=2N=N1.C(N(C(C)C)CC)(C)C.[CH2:33]1[C:41]2[C:36](=[CH:37][CH:38]=[CH:39][CH:40]=2)[CH2:35][NH:34]1.[F:42][C:43]1[CH:51]=[C:47]([C:48](O)=[O:49])[C:46]([OH:52])=[CH:45][CH:44]=1.C([O-])(O)=O.[Na+]. Product: [CH2:33]1[C:41]2[C:36](=[CH:37][CH:38]=[CH:39][CH:40]=2)[CH2:35][N:34]1[C:48]([C:47]1[CH:51]=[C:43]([F:42])[CH:44]=[CH:45][C:46]=1[OH:52])=[O:49]. The catalyst class is: 31. (2) Reactant: C[O:2][C:3](=[O:18])[CH2:4][CH2:5][C:6]1[S:7][C:8]([C:11]2[CH:16]=[CH:15][CH:14]=[CH:13][C:12]=2[F:17])=[CH:9][CH:10]=1.[OH-].[Na+].Cl. Product: [F:17][C:12]1[CH:13]=[CH:14][CH:15]=[CH:16][C:11]=1[C:8]1[S:7][C:6]([CH2:5][CH2:4][C:3]([OH:18])=[O:2])=[CH:10][CH:9]=1. The catalyst class is: 38. (3) Reactant: [CH3:1][O:2][C:3]1[C:4]2[N:5]([N:9]=[C:10]([C:12]3([CH2:15][NH:16][C:17](=[O:21])[CH:18]([CH3:20])[CH3:19])[CH2:14][CH2:13]3)[N:11]=2)[CH:6]=[CH:7][CH:8]=1.[I:22]N1C(=O)CCC1=O.B(F)(F)F.[O-]S([O-])(=S)=O.[Na+].[Na+]. Product: [I:22][C:6]1[N:5]2[N:9]=[C:10]([C:12]3([CH2:15][NH:16][C:17](=[O:21])[CH:18]([CH3:19])[CH3:20])[CH2:13][CH2:14]3)[N:11]=[C:4]2[C:3]([O:2][CH3:1])=[CH:8][CH:7]=1. The catalyst class is: 250. (4) Reactant: [Cl:1][C:2]1[CH:3]=[C:4]([NH:17][C:18]2[C:27]3[C:22](=[CH:23][C:24]([O:29][CH3:30])=[C:25]([NH2:28])[CH:26]=3)[N:21]=[CH:20][N:19]=2)[CH:5]=[CH:6][C:7]=1[O:8][CH2:9][C:10]1[CH:15]=[CH:14][CH:13]=[C:12]([F:16])[CH:11]=1.[Br:31][CH2:32]/[CH:33]=[CH:34]/[C:35](Cl)=[O:36]. Product: [Br:31][CH2:32]/[CH:33]=[CH:34]/[C:35]([NH:28][C:25]1[CH:26]=[C:27]2[C:22](=[CH:23][C:24]=1[O:29][CH3:30])[N:21]=[CH:20][N:19]=[C:18]2[NH:17][C:4]1[CH:5]=[CH:6][C:7]([O:8][CH2:9][C:10]2[CH:15]=[CH:14][CH:13]=[C:12]([F:16])[CH:11]=2)=[C:2]([Cl:1])[CH:3]=1)=[O:36]. The catalyst class is: 1. (5) Reactant: Cl[C:2]1[O:3][C:4]2[C:5](=[C:7]([C:19]#[N:20])[C:8]([CH3:18])=[C:9]([C:12]3[CH:17]=[CH:16][CH:15]=[CH:14][CH:13]=3)[C:10]=2[F:11])[N:6]=1.C(N(C(C)C)CC)(C)C.[NH:30]1[CH2:33][CH:32]([CH2:34][C:35]([O:37][CH2:38][CH3:39])=[O:36])[CH2:31]1. Product: [C:19]([C:7]1[C:5]2[N:6]=[C:2]([N:30]3[CH2:33][CH:32]([CH2:34][C:35]([O:37][CH2:38][CH3:39])=[O:36])[CH2:31]3)[O:3][C:4]=2[C:10]([F:11])=[C:9]([C:12]2[CH:17]=[CH:16][CH:15]=[CH:14][CH:13]=2)[C:8]=1[CH3:18])#[N:20]. The catalyst class is: 366.